Dataset: Peptide-MHC class I binding affinity with 185,985 pairs from IEDB/IMGT. Task: Regression. Given a peptide amino acid sequence and an MHC pseudo amino acid sequence, predict their binding affinity value. This is MHC class I binding data. (1) The peptide sequence is VLIAGIILLI. The MHC is HLA-A02:06 with pseudo-sequence HLA-A02:06. The binding affinity (normalized) is 0.360. (2) The binding affinity (normalized) is 0.0847. The MHC is HLA-B07:02 with pseudo-sequence HLA-B07:02. The peptide sequence is YRTAVCGLY. (3) The peptide sequence is VVAVGGLAI. The MHC is HLA-B27:05 with pseudo-sequence HLA-B27:05. The binding affinity (normalized) is 0.0847. (4) The peptide sequence is PIQKETWETW. The MHC is HLA-B44:03 with pseudo-sequence HLA-B44:03. The binding affinity (normalized) is 0.000185. (5) The peptide sequence is IKIPTHRHI. The MHC is HLA-A29:02 with pseudo-sequence HLA-A29:02. The binding affinity (normalized) is 0.